From a dataset of Experimental lipophilicity measurements (octanol/water distribution) for 4,200 compounds from AstraZeneca. Regression/Classification. Given a drug SMILES string, predict its absorption, distribution, metabolism, or excretion properties. Task type varies by dataset: regression for continuous measurements (e.g., permeability, clearance, half-life) or binary classification for categorical outcomes (e.g., BBB penetration, CYP inhibition). For this dataset (lipophilicity_astrazeneca), we predict Y. The drug is CC(C)Cn1c(=O)n(C)c(=O)c2c(SC(C)C)c(Cc3ccccc3C(F)(F)F)sc21. The Y is 4.42 logD.